The task is: Predict the reactants needed to synthesize the given product.. This data is from Full USPTO retrosynthesis dataset with 1.9M reactions from patents (1976-2016). (1) Given the product [CH3:18][C:13]1([CH3:19])[C:14]([CH3:17])([CH3:16])[O:15][B:11]([C:2]2[CH:3]=[C:4]3[C:8](=[CH:9][CH:10]=2)[NH:7][N:6]=[CH:5]3)[O:12]1, predict the reactants needed to synthesize it. The reactants are: Br[C:2]1[CH:3]=[C:4]2[C:8](=[CH:9][CH:10]=1)[NH:7][N:6]=[CH:5]2.[B:11]1([B:11]2[O:15][C:14]([CH3:17])([CH3:16])[C:13]([CH3:19])([CH3:18])[O:12]2)[O:15][C:14]([CH3:17])([CH3:16])[C:13]([CH3:19])([CH3:18])[O:12]1. (2) Given the product [OH:8][CH2:9][C:10]1([CH2:30][N:31]2[C:35]3[CH:36]=[C:37]([C:40]#[N:41])[CH:38]=[CH:39][C:34]=3[N:33]=[CH:32]2)[CH2:29][CH2:28][CH2:27][C:12]2([O:16][C:15](=[O:17])[N:14]([CH2:18][C:19]3[CH:24]=[CH:23][C:22]([O:25][CH3:26])=[CH:21][CH:20]=3)[CH2:13]2)[CH2:11]1, predict the reactants needed to synthesize it. The reactants are: C([O:8][CH2:9][C:10]1([CH2:30][N:31]2[C:35]3[CH:36]=[C:37]([C:40]#[N:41])[CH:38]=[CH:39][C:34]=3[N:33]=[CH:32]2)[CH2:29][CH2:28][CH2:27][C:12]2([O:16][C:15](=[O:17])[N:14]([CH2:18][C:19]3[CH:24]=[CH:23][C:22]([O:25][CH3:26])=[CH:21][CH:20]=3)[CH2:13]2)[CH2:11]1)C1C=CC=CC=1.Br.[OH-].[Na+]. (3) The reactants are: CS([C:4]1[N:9]=[CH:8][C:7]2=[CH:10][CH:11]=[C:12]([C:13]3[CH:18]=[CH:17][CH:16]=[CH:15][C:14]=3[O:19][CH3:20])[N:6]2[N:5]=1)=O.[N:21]1[C:25]2[CH:26]=[CH:27][C:28]([NH2:30])=[CH:29][C:24]=2[NH:23][CH:22]=1. Given the product [N:21]1[C:25]2[CH:26]=[CH:27][C:28]([NH:30][C:4]3[N:9]=[CH:8][C:7]4=[CH:10][CH:11]=[C:12]([C:13]5[CH:18]=[CH:17][CH:16]=[CH:15][C:14]=5[O:19][CH3:20])[N:6]4[N:5]=3)=[CH:29][C:24]=2[NH:23][CH:22]=1, predict the reactants needed to synthesize it. (4) Given the product [Cl:23][C:22]1[C:17]([O:1][C:2]2[CH:9]=[C:8]([O:10][CH2:11][O:12][CH3:13])[CH:7]=[CH:6][C:3]=2[CH:4]=[O:5])=[N:18][CH:19]=[C:20]([Cl:24])[CH:21]=1, predict the reactants needed to synthesize it. The reactants are: [OH:1][C:2]1[CH:9]=[C:8]([O:10][CH2:11][O:12][CH3:13])[CH:7]=[CH:6][C:3]=1[CH:4]=[O:5].[H-].[Na+].Cl[C:17]1[C:22]([Cl:23])=[CH:21][C:20]([Cl:24])=[CH:19][N:18]=1.O.